Task: Predict the product of the given reaction.. Dataset: Forward reaction prediction with 1.9M reactions from USPTO patents (1976-2016) (1) Given the reactants [N+:1]([C:4]1[CH:9]=[CH:8][CH:7]=[CH:6][C:5]=1[S:10]([NH:13][CH2:14][CH2:15]OS(C)(=O)=O)(=[O:12])=[O:11])([O-:3])=[O:2].[OH-].[K+], predict the reaction product. The product is: [N+:1]([C:4]1[CH:9]=[CH:8][CH:7]=[CH:6][C:5]=1[S:10]([N:13]1[CH2:15][CH2:14]1)(=[O:12])=[O:11])([O-:3])=[O:2]. (2) The product is: [S:31]1[C:27]2[CH:26]=[CH:25][CH:24]=[C:23]([O:22][C:19]3[CH:20]=[CH:21][C:16]([NH:15][C:13]4[C:14]5[N:6]([CH2:5][CH2:4][NH:3][C:33](=[O:37])[C:34]#[C:35][CH3:36])[CH:7]=[CH:8][C:9]=5[N:10]=[CH:11][N:12]=4)=[CH:17][C:18]=3[Cl:32])[C:28]=2[CH:29]=[N:30]1. Given the reactants Cl.Cl.[NH2:3][CH2:4][CH2:5][N:6]1[C:14]2[C:13]([NH:15][C:16]3[CH:21]=[CH:20][C:19]([O:22][C:23]4[C:28]5[CH:29]=[N:30][S:31][C:27]=5[CH:26]=[CH:25][CH:24]=4)=[C:18]([Cl:32])[CH:17]=3)=[N:12][CH:11]=[N:10][C:9]=2[CH:8]=[CH:7]1.[C:33](O)(=[O:37])[C:34]#[C:35][CH3:36].ON1C2C=CC=CC=2N=N1.Cl.C(N=C=NCCCN(C)C)C, predict the reaction product. (3) Given the reactants [NH:1]1[C:9]2[CH:8]=[CH:7][N:6]=[CH:5][C:4]=2[CH:3]=[CH:2]1.Cl[CH:11](Cl)[O:12]C.[Cl-].[Cl-].[Cl-].[Al+3], predict the reaction product. The product is: [NH:1]1[C:9]2[CH:8]=[CH:7][N:6]=[CH:5][C:4]=2[C:3]([CH:11]=[O:12])=[CH:2]1. (4) Given the reactants [NH2:1][C:2]1[CH:3]=[N:4][CH:5]=[CH:6][C:7]=1[N:8]1[CH2:13][C@H:12]([CH:14]2[CH2:16][CH2:15]2)[C@@H:11]([O:17][Si:18]([C:21]([CH3:24])([CH3:23])[CH3:22])([CH3:20])[CH3:19])[C@H:10]([NH:25][C:26](=[O:32])[O:27][C:28]([CH3:31])([CH3:30])[CH3:29])[CH2:9]1.[C:33]([O:37][C:38]([NH:40][C:41]1[O:49][C:48]2[C:43](=[N:44][CH:45]=[C:46]([CH:50]([CH3:52])[CH3:51])[CH:47]=2)[C:42]=1[C:53](O)=[O:54])=[O:39])([CH3:36])([CH3:35])[CH3:34].CCN(C(C)C)C(C)C.CN(C(ON1N=NC2C=CC=NC1=2)=[N+](C)C)C.F[P-](F)(F)(F)(F)F, predict the reaction product. The product is: [C:28]([O:27][C:26]([NH:25][C@H:10]1[C@H:11]([O:17][Si:18]([C:21]([CH3:24])([CH3:22])[CH3:23])([CH3:20])[CH3:19])[C@@H:12]([CH:14]2[CH2:16][CH2:15]2)[CH2:13][N:8]([C:7]2[CH:6]=[CH:5][N:4]=[CH:3][C:2]=2[NH:1][C:53]([C:42]2[C:43]3=[N:44][CH:45]=[C:46]([CH:50]([CH3:52])[CH3:51])[CH:47]=[C:48]3[O:49][C:41]=2[NH:40][C:38](=[O:39])[O:37][C:33]([CH3:34])([CH3:36])[CH3:35])=[O:54])[CH2:9]1)=[O:32])([CH3:31])([CH3:30])[CH3:29]. (5) Given the reactants [Cl:1][C:2]1[CH:3]=[CH:4][C:5]([O:29][CH:30]([F:32])[F:31])=[C:6]([C:8]2[C:12]([NH:13][C:14]([C:16]3[CH:17]=[N:18][N:19]4[CH:24]=[CH:23][CH:22]=[N:21][C:20]=34)=[O:15])=[CH:11][N:10]([CH2:25][C:26]([OH:28])=O)[N:9]=2)[CH:7]=1.Cl.[CH3:34][N:35]1[CH2:40][CH2:39][N:38]([CH:41]2[CH2:46][CH2:45][NH:44][CH2:43][CH2:42]2)[CH2:37][CH2:36]1.CCN(C(C)C)C(C)C.CN(C(ON1N=NC2C=CC=NC1=2)=[N+](C)C)C.F[P-](F)(F)(F)(F)F, predict the reaction product. The product is: [Cl:1][C:2]1[CH:3]=[CH:4][C:5]([O:29][CH:30]([F:32])[F:31])=[C:6]([C:8]2[C:12]([NH:13][C:14]([C:16]3[CH:17]=[N:18][N:19]4[CH:24]=[CH:23][CH:22]=[N:21][C:20]=34)=[O:15])=[CH:11][N:10]([CH2:25][C:26]([N:44]3[CH2:43][CH2:42][CH:41]([N:38]4[CH2:37][CH2:36][N:35]([CH3:34])[CH2:40][CH2:39]4)[CH2:46][CH2:45]3)=[O:28])[N:9]=2)[CH:7]=1. (6) Given the reactants [OH:1][C:2]1[CH:10]=[CH:9][CH:8]=[CH:7][C:3]=1[CH:4]=[N:5]O.[ClH:11], predict the reaction product. The product is: [ClH:11].[OH:1][C:2]1[CH:10]=[CH:9][CH:8]=[CH:7][C:3]=1[CH2:4][NH2:5]. (7) Given the reactants [Cl:1][C:2]1[CH:3]=[CH:4][C:5]2[N:6]([C:8]([CH3:14])=[C:9]([C:11]([NH2:13])=O)[N:10]=2)[N:7]=1.FC(F)(F)C(OC(=O)C(F)(F)F)=O.Cl, predict the reaction product. The product is: [Cl:1][C:2]1[CH:3]=[CH:4][C:5]2[N:6]([C:8]([CH3:14])=[C:9]([C:11]#[N:13])[N:10]=2)[N:7]=1. (8) Given the reactants [NH:1]1[CH2:5][CH2:4][CH2:3][CH2:2]1.CS(O[CH2:11][CH2:12][CH2:13][N:14]1[C:22]2[C:17](=[CH:18][CH:19]=[CH:20][CH:21]=2)[C:16]([C:23]2[C:24](=[O:48])[NH:25][C:26](=[O:47])[C:27]=2[C:28]2[C:36]3[C:31](=[CH:32][CH:33]=[CH:34][CH:35]=3)[N:30]([C:37]3[CH:46]=[CH:45][C:44]4[C:39](=[CH:40][CH:41]=[CH:42][CH:43]=4)[CH:38]=3)[CH:29]=2)=[N:15]1)(=O)=O.O, predict the reaction product. The product is: [CH:38]1[C:39]2[C:44](=[CH:43][CH:42]=[CH:41][CH:40]=2)[CH:45]=[CH:46][C:37]=1[N:30]1[C:31]2[C:36](=[CH:35][CH:34]=[CH:33][CH:32]=2)[C:28]([C:27]2[C:26](=[O:47])[NH:25][C:24](=[O:48])[C:23]=2[C:16]2[C:17]3[C:22](=[CH:21][CH:20]=[CH:19][CH:18]=3)[N:14]([CH2:13][CH2:12][CH2:11][N:1]3[CH2:5][CH2:4][CH2:3][CH2:2]3)[N:15]=2)=[CH:29]1. (9) Given the reactants [NH2:1][C:2]1[N:7]=[C:6]2[N:8]([C@@H:12]3[O:17][C@H:16]([CH2:18][OH:19])[C@@H:14]([OH:15])[CH2:13]3)[N:9]=[C:10]([I:11])[C:5]2=[C:4](OC(C)C)[N:3]=1.[NH3:24], predict the reaction product. The product is: [C@@H:12]1([N:8]2[C:6]3=[N:7][C:2]([NH2:1])=[N:3][C:4]([NH2:24])=[C:5]3[C:10]([I:11])=[N:9]2)[O:17][C@H:16]([CH2:18][OH:19])[C@@H:14]([OH:15])[CH2:13]1. (10) Given the reactants [OH:1][CH2:2][CH2:3][C@H:4]1[CH2:6][C@H:5]1[CH:7]1[CH2:12][CH2:11][N:10]([C:13]([O:15][C:16]([CH3:19])(C)C)=[O:14])[CH2:9][CH2:8]1.Cl.C(OC(Cl)=O)[C:22]1[CH:27]=[CH:26]C=[CH:24][CH:23]=1, predict the reaction product. The product is: [OH:1][CH2:2][CH2:3][CH:4]1[CH2:6][CH:5]1[CH:7]1[CH2:8][CH2:9][N:10]([C:13]([O:15][CH2:16][C:19]2[CH:26]=[CH:27][CH:22]=[CH:23][CH:24]=2)=[O:14])[CH2:11][CH2:12]1.